From a dataset of Full USPTO retrosynthesis dataset with 1.9M reactions from patents (1976-2016). Predict the reactants needed to synthesize the given product. (1) Given the product [OH:1][CH2:2][CH2:3][O:4][C:5]1[CH:33]=[CH:32][CH:31]=[CH:30][C:6]=1[CH2:7][N:8]1[C:9]2[C:10](=[CH:11][C:12]([O:15][CH2:16][C:17]#[CH:18])=[CH:13][CH:14]=2)[C:19]([C:21]2[CH:26]=[CH:25][C:24]([CH:27]([CH3:29])[CH3:28])=[CH:23][CH:22]=2)=[N:36][C:35]1=[O:34], predict the reactants needed to synthesize it. The reactants are: [OH:1][CH2:2][CH2:3][O:4][C:5]1[CH:33]=[CH:32][CH:31]=[CH:30][C:6]=1[CH2:7][NH:8][C:9]1[CH:14]=[CH:13][C:12]([O:15][CH2:16][C:17]#[CH:18])=[CH:11][C:10]=1[C:19]([C:21]1[CH:26]=[CH:25][C:24]([CH:27]([CH3:29])[CH3:28])=[CH:23][CH:22]=1)=O.[O-:34][C:35]#[N:36].[Na+]. (2) Given the product [C:5]([CH:4]([CH2:16][C:17]1[CH:22]=[CH:21][N:20]=[CH:19][CH:18]=1)[C:3]([O:9][CH2:10][CH3:13])=[O:8])(=[O:6])[CH3:7], predict the reactants needed to synthesize it. The reactants are: [H-].[Na+].[C:3]([O:9][C:10]([CH3:13])(C)C)(=[O:8])[CH2:4][C:5]([CH3:7])=[O:6].Cl.Cl[CH2:16][C:17]1[CH:22]=[CH:21][N:20]=[CH:19][CH:18]=1.C(=O)([O-])O.[Na+].